Task: Predict the reactants needed to synthesize the given product.. Dataset: Full USPTO retrosynthesis dataset with 1.9M reactions from patents (1976-2016) The reactants are: [NH2:1][C:2]1[NH:6][N:5]=[C:4]([C:7]2[CH:12]=[CH:11][C:10]([CH3:13])=[CH:9][CH:8]=2)[CH:3]=1.[C:14]([Cl:20])(=O)[CH2:15][C:16]([Cl:18])=O. Given the product [Cl:18][C:16]1[CH:15]=[C:14]([Cl:20])[N:6]2[N:5]=[C:4]([C:7]3[CH:12]=[CH:11][C:10]([CH3:13])=[CH:9][CH:8]=3)[CH:3]=[C:2]2[N:1]=1, predict the reactants needed to synthesize it.